Dataset: Catalyst prediction with 721,799 reactions and 888 catalyst types from USPTO. Task: Predict which catalyst facilitates the given reaction. (1) Reactant: [NH:1]1[CH2:5][CH2:4][C:3]2([CH2:11][CH:10]3[N:12]([C:13]([O:15][C:16]([CH3:19])([CH3:18])[CH3:17])=[O:14])[CH:7]([CH2:8][CH2:9]3)[CH2:6]2)[CH2:2]1.Br[C:21]1[CH:28]=[CH:27][C:24]([C:25]#[N:26])=[CH:23][N:22]=1.CC(C1C=C(C(C)C)C(C2C=CC=CC=2P(C2CCCCC2)C2CCCCC2)=C(C(C)C)C=1)C.[O-]P([O-])([O-])=O.[K+].[K+].[K+]. Product: [C:25]([C:24]1[CH:27]=[CH:28][C:21]([N:1]2[CH2:5][CH2:4][C:3]3([CH2:11][CH:10]4[N:12]([C:13]([O:15][C:16]([CH3:19])([CH3:18])[CH3:17])=[O:14])[CH:7]([CH2:8][CH2:9]4)[CH2:6]3)[CH2:2]2)=[N:22][CH:23]=1)#[N:26]. The catalyst class is: 102. (2) Product: [CH3:1][C:2]1[N:3]=[C:4]([C:8]2[CH:9]=[CH:10][C:11]([N:14]([CH2:34][CH2:35][CH3:36])[CH2:15][CH2:16][CH2:17][O:18][C:19]3[CH:20]=[C:21]4[C:25](=[CH:26][CH:27]=3)[C@H:24]([CH2:28][C:29]([OH:31])=[O:30])[CH2:23][CH2:22]4)=[N:12][CH:13]=2)[S:5][C:6]=1[CH3:7]. The catalyst class is: 1. Reactant: [CH3:1][C:2]1[N:3]=[C:4]([C:8]2[CH:9]=[CH:10][C:11]([N:14]([CH2:34][CH2:35][CH3:36])[CH2:15][CH2:16][CH2:17][O:18][C:19]3[CH:20]=[C:21]4[C:25](=[CH:26][CH:27]=3)[C@H:24]([CH2:28][C:29]([O:31]CC)=[O:30])[CH2:23][CH2:22]4)=[N:12][CH:13]=2)[S:5][C:6]=1[CH3:7].CO.O. (3) Reactant: [F:1][C:2]1[CH:3]=[C:4]2[NH:10][C:9](=O)O[C:6](=[O:7])[C:5]2=[CH:12][C:13]=1[I:14].C(O)(=O)C.C(N)=[NH:20]. Product: [OH:7][C:6]1[C:5]2[C:4](=[CH:3][C:2]([F:1])=[C:13]([I:14])[CH:12]=2)[N:10]=[CH:9][N:20]=1. The catalyst class is: 9. (4) Reactant: [CH3:1][C:2]1([CH3:12])[O:6][C@H:5]([C:7](OC)=[O:8])[C@@H:4]([CH3:11])[O:3]1.[H-].[H-].[H-].[H-].[Li+].[Al+3].C1COCC1.CCOC(C)=O.O. Product: [CH3:1][C:2]1([CH3:12])[O:6][C@H:5]([CH2:7][OH:8])[C@@H:4]([CH3:11])[O:3]1. The catalyst class is: 2.